From a dataset of Peptide-MHC class II binding affinity with 134,281 pairs from IEDB. Regression. Given a peptide amino acid sequence and an MHC pseudo amino acid sequence, predict their binding affinity value. This is MHC class II binding data. (1) The peptide sequence is VAWQVKLLPVPPTVT. The MHC is HLA-DPA10103-DPB10301 with pseudo-sequence HLA-DPA10103-DPB10301. The binding affinity (normalized) is 0.186. (2) The peptide sequence is TRKYLPAIVREAIKR. The MHC is DRB5_0101 with pseudo-sequence DRB5_0101. The binding affinity (normalized) is 0.691. (3) The peptide sequence is DVKFPGGGQIVGGVY. The MHC is DRB1_0404 with pseudo-sequence DRB1_0404. The binding affinity (normalized) is 0. (4) The peptide sequence is PVLSAFKKFPKFNRV. The MHC is DRB1_0101 with pseudo-sequence DRB1_0101. The binding affinity (normalized) is 0.378. (5) The peptide sequence is HCNEMSWIQSIPFVH. The MHC is HLA-DQA10102-DQB10602 with pseudo-sequence HLA-DQA10102-DQB10602. The binding affinity (normalized) is 0.771. (6) The peptide sequence is FWRGENGRKTRSAYE. The MHC is DRB1_1302 with pseudo-sequence DRB1_1302. The binding affinity (normalized) is 0. (7) The peptide sequence is GANYFLQISRVNDLN. The MHC is DRB5_0101 with pseudo-sequence DRB5_0101. The binding affinity (normalized) is 0.551. (8) The peptide sequence is WIILGLNKIVRMYSPISI. The MHC is DRB1_1101 with pseudo-sequence DRB1_1101. The binding affinity (normalized) is 0.607. (9) The peptide sequence is AAATAGTTVYGANAA. The MHC is HLA-DQA10401-DQB10402 with pseudo-sequence HLA-DQA10401-DQB10402. The binding affinity (normalized) is 0.354.